This data is from Reaction yield outcomes from USPTO patents with 853,638 reactions. The task is: Predict the reaction yield, written as a fraction of the theoretical maximum amount of product (1.0 means a 100% yield; for example, 0.34 means a 34% yield). (1) The reactants are [CH2:1]([C@@H:3]1[O:7][C:6]([C:8]2[NH:12][C:11]([C:13]3[CH:14]=[C:15]([CH:27]=[C:28]([O:30][C@@H:31]([CH3:35])[CH2:32][O:33]C)[CH:29]=3)[O:16][C:17]3[CH:22]=[N:21][C:20]([S:23]([CH3:26])(=[O:25])=[O:24])=[CH:19][N:18]=3)=[CH:10][CH:9]=2)=[N:5][CH2:4]1)[CH3:2].B(Br)(Br)Br.C(=O)([O-])O.[Na+]. The catalyst is C(Cl)Cl. The product is [CH2:1]([C@@H:3]1[O:7][C:6]([C:8]2[NH:12][C:11]([C:13]3[CH:29]=[C:28]([CH:27]=[C:15]([O:16][C:17]4[CH:22]=[N:21][C:20]([S:23]([CH3:26])(=[O:25])=[O:24])=[CH:19][N:18]=4)[CH:14]=3)[O:30][C@@H:31]([CH3:35])[CH2:32][OH:33])=[CH:10][CH:9]=2)=[N:5][CH2:4]1)[CH3:2]. The yield is 0.910. (2) The reactants are C(=O)([O-])[O-].[K+].[K+].[N+:7]([C:10]1[CH:11]=[C:12]2[CH:18]=[C:17]([C:19](=[O:21])[CH3:20])[N:16](S(C3C=CC=CC=3)(=O)=O)[C:13]2=[N:14][CH:15]=1)([O-:9])=[O:8].C(OCC)(=O)C. The catalyst is CO.O. The product is [N+:7]([C:10]1[CH:11]=[C:12]2[CH:18]=[C:17]([C:19](=[O:21])[CH3:20])[NH:16][C:13]2=[N:14][CH:15]=1)([O-:9])=[O:8]. The yield is 1.00. (3) The reactants are [CH3:1][O:2][C:3]1[CH:4]=[C:5]2[C:10](=[CH:11][C:12]=1[O:13][CH3:14])[N:9]=[CH:8][CH:7]=[C:6]2[O:15][C:16]1[CH:21]=[CH:20][C:19]([NH:22][CH2:23][C:24]2[CH:29]=[CH:28][CH:27]=[CH:26][C:25]=2[NH2:30])=[CH:18][CH:17]=1.[C:31](N1C=CN=C1)(N1C=CN=C1)=[O:32]. The yield is 0.0705. The product is [NH:30]1[C:25]2[C:24](=[CH:29][CH:28]=[CH:27][CH:26]=2)[CH2:23][N:22]([C:19]2[CH:18]=[CH:17][C:16]([O:15][C:6]3[C:5]4[C:10](=[CH:11][C:12]([O:13][CH3:14])=[C:3]([O:2][CH3:1])[CH:4]=4)[N:9]=[CH:8][CH:7]=3)=[CH:21][CH:20]=2)[C:31]1=[O:32]. The catalyst is CN(C)C=O.O1CCCC1.O. (4) The reactants are [CH2:1]([N:8]1[C:21](=[O:22])[C@H:20]([CH2:23][C:24]([OH:26])=O)[CH2:19][C:18]2[CH:17]=[CH:16][C:15]3[NH:14][N:13]=[CH:12][C:11]=3[C:10]=2[CH2:9]1)[C:2]1[CH:7]=[CH:6][CH:5]=[CH:4][CH:3]=1.[N:27]1([CH:33]2[CH2:42][C:41]3[C:36](=[CH:37][CH:38]=[CH:39][CH:40]=3)[NH:35][C:34]2=[O:43])[CH2:32][CH2:31][NH:30][CH2:29][CH2:28]1.ClC1C2NN=CC=2C2CN(CC(C)(C)C)C(=O)[C@H](CC(=O)N3CCC(N4CC5C(=CC=CC=5)NC4=O)CC3)CC=2C=1. No catalyst specified. The product is [CH2:1]([N:8]1[C:21](=[O:22])[C@H:20]([CH2:23][C:24](=[O:26])[N:30]2[CH2:31][CH2:32][N:27]([CH:33]3[CH2:42][C:41]4[C:36](=[CH:37][CH:38]=[CH:39][CH:40]=4)[NH:35][C:34]3=[O:43])[CH2:28][CH2:29]2)[CH2:19][C:18]2[CH:17]=[CH:16][C:15]3[NH:14][N:13]=[CH:12][C:11]=3[C:10]=2[CH2:9]1)[C:2]1[CH:3]=[CH:4][CH:5]=[CH:6][CH:7]=1. The yield is 0.210. (5) The yield is 0.860. The product is [Cl:1][CH2:2][CH2:3][C:4]([C:6]1[CH:11]=[CH:10][CH:9]=[CH:8][CH:7]=1)([OH:5])[CH2:14][CH:13]=[CH2:12]. The reactants are [Cl:1][CH2:2][CH2:3][C:4]([C:6]1[CH:11]=[CH:10][CH:9]=[CH:8][CH:7]=1)=[O:5].[CH2:12]([Mg]Br)[CH:13]=[CH2:14]. The catalyst is C1COCC1. (6) The reactants are [Cl:1][C:2]1[CH:7]=[CH:6][C:5]([NH:8][C:9]([CH:11]2[CH2:16][NH:15][CH2:14][CH2:13][N:12]2[C:17]([O:19][CH2:20][C:21]2[CH:26]=[CH:25][CH:24]=[CH:23][CH:22]=2)=[O:18])=[O:10])=[CH:4][CH:3]=1.[O:27]1[CH:31]=[CH:30][CH:29]=[C:28]1[C:32]1[CH:33]=[C:34]([CH:38]=[CH:39][CH:40]=1)[C:35](O)=[O:36].Cl.CN(C)CCCN=C=NCC.C(N(CC)C(C)C)(C)C. The catalyst is C1COCC1.CN(C)C1C=CN=CC=1. The product is [Cl:1][C:2]1[CH:3]=[CH:4][C:5]([NH:8][C:9]([CH:11]2[CH2:16][N:15]([C:35](=[O:36])[C:34]3[CH:38]=[CH:39][CH:40]=[C:32]([C:28]4[O:27][CH:31]=[CH:30][CH:29]=4)[CH:33]=3)[CH2:14][CH2:13][N:12]2[C:17]([O:19][CH2:20][C:21]2[CH:22]=[CH:23][CH:24]=[CH:25][CH:26]=2)=[O:18])=[O:10])=[CH:6][CH:7]=1. The yield is 0.980.